From a dataset of Forward reaction prediction with 1.9M reactions from USPTO patents (1976-2016). Predict the product of the given reaction. (1) Given the reactants C(OC([N:8]1[CH2:13][CH2:12][N:11]([C:14]([CH:16]2[CH2:20][CH2:19][N:18]([C:21]3[CH:26]=[CH:25][C:24]([Cl:27])=[C:23]([C:28]4[NH:32][C:31]5[CH:33]=[CH:34][CH:35]=[CH:36][C:30]=5[N:29]=4)[CH:22]=3)[CH2:17]2)=[O:15])[CH2:10][CH2:9]1)=O)(C)(C)C.Cl, predict the reaction product. The product is: [NH:29]1[C:30]2[CH:36]=[CH:35][CH:34]=[CH:33][C:31]=2[N:32]=[C:28]1[C:23]1[CH:22]=[C:21]([N:18]2[CH2:19][CH2:20][CH:16]([C:14]([N:11]3[CH2:10][CH2:9][NH:8][CH2:13][CH2:12]3)=[O:15])[CH2:17]2)[CH:26]=[CH:25][C:24]=1[Cl:27]. (2) Given the reactants C(O[C:6](=O)[N:7]([C@H:9]([C:11](=[O:35])[NH:12][C@@H:13]1[C:19](=[O:20])[N:18]([CH2:21][C:22]2[CH:27]=[C:26]([F:28])[CH:25]=[CH:24][C:23]=2[O:29][CH3:30])[C:17]2[CH:31]=[CH:32][CH:33]=[CH:34][C:16]=2[CH2:15][CH2:14]1)[CH3:10])C)(C)(C)C.C([Cl:40])(=O)C, predict the reaction product. The product is: [ClH:40].[F:28][C:26]1[CH:25]=[CH:24][C:23]([O:29][CH3:30])=[C:22]([CH:27]=1)[CH2:21][N:18]1[C:19](=[O:20])[C@@H:13]([NH:12][C:11](=[O:35])[C@@H:9]([NH:7][CH3:6])[CH3:10])[CH2:14][CH2:15][C:16]2[CH:34]=[CH:33][CH:32]=[CH:31][C:17]1=2. (3) Given the reactants C(O)(C(F)(F)F)=O.[F:8][CH:9]([F:36])[C:10]1[CH:35]=[N:34][C:13]2[N:14]=[C:15]([N:21]3[CH2:24][CH:23]([N:25](C)[C:26](=O)OC(C)(C)C)[CH2:22]3)[C:16]3[N:17]([CH:18]=[N:19][N:20]=3)[C:12]=2[CH:11]=1, predict the reaction product. The product is: [F:36][CH:9]([F:8])[C:10]1[CH:35]=[N:34][C:13]2[N:14]=[C:15]([N:21]3[CH2:22][CH:23]([NH:25][CH3:26])[CH2:24]3)[C:16]3[N:17]([CH:18]=[N:19][N:20]=3)[C:12]=2[CH:11]=1. (4) Given the reactants Br[C:2]1[CH:3]=[C:4]2[C:8](=[CH:9][CH:10]=1)[C:7](=[O:11])[O:6][C:5]2=[O:12].[CH:13]#[CH:14], predict the reaction product. The product is: [C:13]([C:10]1[CH:9]=[C:8]2[C:4](=[CH:3][CH:2]=1)[C:5](=[O:12])[O:6][C:7]2=[O:11])#[C:14][C:2]1[CH:3]=[C:4]2[C:8](=[CH:9][CH:10]=1)[C:7](=[O:11])[O:6][C:5]2=[O:12]. (5) Given the reactants [C:1]([S:5][CH2:6][C:7]1[CH:12]=[CH:11][C:10]([C:13]([C:18]2[CH:30]=[CH:29][C:21]([O:22][CH:23]3[CH2:28][CH2:27][CH2:26][CH2:25][O:24]3)=[C:20]([CH3:31])[CH:19]=2)([CH2:16][CH3:17])[CH2:14][CH3:15])=[CH:9][C:8]=1[CH3:32])([CH3:4])([CH3:3])[CH3:2].C(OCC)(=[O:35])C.O=C1O[C@H](COS(C2C=CC(C)=CC=2)(=O)=O)CC1.C([O-])([O-])=O.[K+].[K+], predict the reaction product. The product is: [C:1]([S:5][CH2:6][C:7]1[CH:12]=[CH:11][C:10]([C:13]([C:18]2[CH:30]=[CH:29][C:21]([O:22][CH2:23][C@H:28]3[O:24][C:25](=[O:35])[CH2:26][CH2:27]3)=[C:20]([CH3:31])[CH:19]=2)([CH2:14][CH3:15])[CH2:16][CH3:17])=[CH:9][C:8]=1[CH3:32])([CH3:2])([CH3:3])[CH3:4]. (6) Given the reactants P(Cl)(Cl)(Cl)=O.C([N:10]1[C:14]([CH3:15])=[C:13]([C:16](=O)[CH3:17])[CH:12]=[N:11]1)(C)(C)C.[ClH:19].NO.[OH-].[Na+].C[N:25]([CH3:28])C=O, predict the reaction product. The product is: [Cl:19]/[C:16](/[C:13]1[CH:12]=[N:11][NH:10][C:14]=1[CH3:15])=[CH:17]\[C:28]#[N:25]. (7) Given the reactants [NH2:1][C:2]1[S:6][C:5]([S:7]([NH2:10])(=[O:9])=[O:8])=[N:4][N:3]=1.C([NH:18][CH2:19][C:20]1[CH:28]=[CH:27][C:23]([C:24](O)=[O:25])=[CH:22][CH:21]=1)(OC(C)(C)C)=O.CN(CCCN=C=NCC)C.OC1C2N=NNC=2C=CC=1.[OH-].[Na+], predict the reaction product. The product is: [NH2:18][CH2:19][C:20]1[CH:28]=[CH:27][C:23]([C:24]([NH:1][C:2]2[S:6][C:5]([S:7](=[O:9])(=[O:8])[NH2:10])=[N:4][N:3]=2)=[O:25])=[CH:22][CH:21]=1.